This data is from Catalyst prediction with 721,799 reactions and 888 catalyst types from USPTO. The task is: Predict which catalyst facilitates the given reaction. (1) Reactant: [ClH:1].Cl.[N:3]1([C:9]2[C:18]3[C:13](=[CH:14][CH:15]=[CH:16][CH:17]=3)[N:12]=[CH:11][N:10]=2)[CH2:8][CH2:7][NH:6][CH2:5][CH2:4]1.C(OC([NH:26][C@@H:27]([C:31]([C:34]1[CH:39]=[CH:38][C:37]([Cl:40])=[CH:36][CH:35]=1)([CH3:33])[CH3:32])[C:28](O)=[O:29])=O)(C)(C)C.ON1C2C=CC=CC=2N=N1.CCN=C=NCCCN(C)C.C(N(CC)CC)C.Cl.O1CCOCC1. Product: [ClH:40].[ClH:1].[NH2:26][C@H:27]([C:31]([C:34]1[CH:35]=[CH:36][C:37]([Cl:40])=[CH:38][CH:39]=1)([CH3:33])[CH3:32])[C:28]([N:6]1[CH2:7][CH2:8][N:3]([C:9]2[C:18]3[C:13](=[CH:14][CH:15]=[CH:16][CH:17]=3)[N:12]=[CH:11][N:10]=2)[CH2:4][CH2:5]1)=[O:29]. The catalyst class is: 3. (2) Reactant: C(OC([NH:8][C:9]1[S:10][CH:11]=[C:12]([CH2:14][CH2:15][N:16]([C:24]2[CH:29]=[CH:28][C:27]([NH:30][C:31]([C:33]3[CH:38]=[CH:37][CH:36]=[C:35]([CH3:39])[C:34]=3[C:40]3[CH:45]=[CH:44][C:43]([C:46]([F:49])([F:48])[F:47])=[CH:42][CH:41]=3)=[O:32])=[CH:26][CH:25]=2)C(=O)OC(C)(C)C)[N:13]=1)=O)(C)(C)C.FC(F)(F)C(O)=O. Product: [NH2:8][C:9]1[S:10][CH:11]=[C:12]([CH2:14][CH2:15][NH:16][C:24]2[CH:25]=[CH:26][C:27]([NH:30][C:31]([C:33]3[C:34]([C:40]4[CH:41]=[CH:42][C:43]([C:46]([F:49])([F:47])[F:48])=[CH:44][CH:45]=4)=[C:35]([CH3:39])[CH:36]=[CH:37][CH:38]=3)=[O:32])=[CH:28][CH:29]=2)[N:13]=1. The catalyst class is: 4.